This data is from CYP3A4 inhibition data for predicting drug metabolism from PubChem BioAssay. The task is: Regression/Classification. Given a drug SMILES string, predict its absorption, distribution, metabolism, or excretion properties. Task type varies by dataset: regression for continuous measurements (e.g., permeability, clearance, half-life) or binary classification for categorical outcomes (e.g., BBB penetration, CYP inhibition). Dataset: cyp3a4_veith. (1) The drug is Cc1nc(NC(=O)c2ccccc2)sc1-c1csc(Nc2ccc(Cl)cc2Cl)n1. The result is 1 (inhibitor). (2) The molecule is Cc1cccc2c1OCC/C2=N\NC(=O)COc1ccccc1. The result is 1 (inhibitor). (3) The molecule is C=CCNC(=S)N/N=C/c1ccc(OCc2ccccc2)cc1. The result is 0 (non-inhibitor). (4) The compound is O=S(=O)(c1ccc2ccccc2c1)N1CCN(S(=O)(=O)c2ccc3ccccc3c2)CC1. The result is 0 (non-inhibitor). (5) The molecule is CCS(=O)(=O)N1CCC(C(=O)NCCCN2CCN(c3ccccc3F)CC2)CC1. The result is 0 (non-inhibitor). (6) The molecule is CCCNC(=O)OC[C@@H]1O[C@H](CCO/N=C\[C@@H](OC)[C@H](C)/C=C\CC(=O)OC)C=C[C@@H]1Oc1ccc(OC)cc1. The result is 1 (inhibitor). (7) The drug is CSc1nnc(-c2sccc2OCc2ccccc2)n1C. The result is 0 (non-inhibitor). (8) The drug is Cc1nn(C)c(C(=O)NNC(=S)Nc2ccc(Cl)cc2)c1[N+](=O)[O-]. The result is 0 (non-inhibitor).